Dataset: Full USPTO retrosynthesis dataset with 1.9M reactions from patents (1976-2016). Task: Predict the reactants needed to synthesize the given product. (1) Given the product [F:1][C:2]1[C:3]([CH:17]=[O:18])=[N:4][CH:5]=[C:6]([C:8]2[CH:13]=[C:12]([O:14][CH3:15])[CH:11]=[CH:10][C:9]=2[F:16])[CH:7]=1, predict the reactants needed to synthesize it. The reactants are: [F:1][C:2]1[C:3]([CH2:17][OH:18])=[N:4][CH:5]=[C:6]([C:8]2[CH:13]=[C:12]([O:14][CH3:15])[CH:11]=[CH:10][C:9]=2[F:16])[CH:7]=1.CC(OI1(OC(C)=O)(OC(C)=O)OC(=O)C2C=CC=CC1=2)=O. (2) Given the product [C:1]([O:5][C:6]([CH:7]1[CH:27]([C:28]2[CH:33]=[CH:32][CH:31]=[C:30]([Cl:34])[CH:29]=2)[C:24]([C:20]2[CH:21]=[C:22]([F:23])[C:17]([Cl:16])=[CH:18][C:19]=2[F:36])([C:25]#[N:26])[CH:9]([CH2:10][C:11]([CH3:14])([CH3:13])[CH3:12])[NH:8]1)=[O:15])([CH3:4])([CH3:3])[CH3:2], predict the reactants needed to synthesize it. The reactants are: [C:1]([O:5][C:6](=[O:15])[CH2:7]/[N:8]=[CH:9]/[CH2:10][C:11]([CH3:14])([CH3:13])[CH3:12])([CH3:4])([CH3:3])[CH3:2].[Cl:16][C:17]1[C:22]([F:23])=[CH:21][C:20](/[C:24](=[CH:27]/[C:28]2[CH:33]=[CH:32][CH:31]=[C:30]([Cl:34])[C:29]=2F)/[C:25]#[N:26])=[C:19]([F:36])[CH:18]=1.C(N(CC)CC)C.C1CCN2C(=NCCC2)CC1. (3) Given the product [CH2:1]([N:5]1[C:9]2[C:10](=[O:16])[N:11]([CH2:48][C:40]3[C:41]4[C:46](=[CH:45][CH:44]=[CH:43][CH:42]=4)[CH:47]=[C:38]([CH3:37])[N:39]=3)[N:12]([CH3:15])[C:13](=[O:14])[C:8]=2[N:7]=[C:6]1[N:17]1[CH2:22][CH2:21][CH2:20][C@@H:19]([NH:23][C:24]([O:26][C:27]([CH3:30])([CH3:29])[CH3:28])=[O:25])[CH2:18]1)[C:2]#[C:3][CH3:4], predict the reactants needed to synthesize it. The reactants are: [CH2:1]([N:5]1[C:9]2[C:10](=[O:16])[NH:11][N:12]([CH3:15])[C:13](=[O:14])[C:8]=2[N:7]=[C:6]1[N:17]1[CH2:22][CH2:21][CH2:20][C@@H:19]([NH:23][C:24]([O:26][C:27]([CH3:30])([CH3:29])[CH3:28])=[O:25])[CH2:18]1)[C:2]#[C:3][CH3:4].C(=O)([O-])[O-].[K+].[K+].[CH3:37][C:38]1[N:39]=[C:40]([CH2:48]Cl)[C:41]2[C:46]([CH:47]=1)=[CH:45][CH:44]=[CH:43][CH:42]=2.O. (4) Given the product [F:1][C:2]1[C:3]([OH:30])=[C:4]([C:8]2[N:13]([CH2:14][CH2:15][C:16]3[CH:17]=[CH:18][CH:19]=[CH:20][CH:21]=3)[C:12](=[O:22])[C:11]([C:23]3[S:27][C:26]([CH3:28])=[N:25][CH:24]=3)=[C:10]([CH3:29])[N:9]=2)[CH:5]=[CH:6][CH:7]=1, predict the reactants needed to synthesize it. The reactants are: [F:1][C:2]1[C:3]([O:30]CC2C=CC=CC=2)=[C:4]([C:8]2[N:13]([CH2:14][CH2:15][C:16]3[CH:21]=[CH:20][CH:19]=[CH:18][CH:17]=3)[C:12](=[O:22])[C:11]([C:23]3[S:27][C:26]([CH3:28])=[N:25][CH:24]=3)=[C:10]([CH3:29])[N:9]=2)[CH:5]=[CH:6][CH:7]=1.Br. (5) Given the product [Br:10][C:11]1[CH:12]=[N:13][CH:14]=[C:15]([Br:18])[C:16]=1[O:6][CH3:5], predict the reactants needed to synthesize it. The reactants are: CO.C1C[O:6][CH2:5]C1.[H-].[Na+].[Br:10][C:11]1[CH:12]=[N:13][CH:14]=[C:15]([Br:18])[C:16]=1Br. (6) Given the product [CH3:1][O:2][C:3]1[C:4]([N:12]2[CH:16]=[CH:15][CH:14]=[N:13]2)=[CH:5][CH:6]=[CH:7][C:8]=1[NH2:9], predict the reactants needed to synthesize it. The reactants are: [CH3:1][O:2][C:3]1[C:8]([N+:9]([O-])=O)=[CH:7][CH:6]=[CH:5][C:4]=1[N:12]1[CH:16]=[CH:15][CH:14]=[N:13]1.[Cl-].[NH4+].O. (7) Given the product [CH3:68][O:67][C:47]1[CH:48]=[C:49]2[C:54](=[CH:55][C:46]=1[O:45][CH2:44][CH2:43][CH:40]1[CH2:41][CH2:42][NH:37][CH2:38][CH2:39]1)[N:53]=[CH:52][N:51]=[C:50]2[O:56][C:57]1[CH:58]=[C:59]2[C:63](=[CH:64][CH:65]=1)[NH:62][C:61]([CH3:66])=[CH:60]2, predict the reactants needed to synthesize it. The reactants are: CC1NC2C(C=1)=CC(OC1C3C(=CC(OCC4CCNCC4)=CC=3)N=CN=1)=CC=2.C(OC([N:37]1[CH2:42][CH2:41][CH:40]([CH2:43][CH2:44][O:45][C:46]2[CH:55]=[C:54]3[C:49]([C:50]([O:56][C:57]4[CH:58]=[C:59]5[C:63](=[CH:64][CH:65]=4)[NH:62][C:61]([CH3:66])=[CH:60]5)=[N:51][CH:52]=[N:53]3)=[CH:48][C:47]=2[O:67][CH3:68])[CH2:39][CH2:38]1)=O)(C)(C)C.